From a dataset of Forward reaction prediction with 1.9M reactions from USPTO patents (1976-2016). Predict the product of the given reaction. (1) Given the reactants C1(P(C2C=CC=CC=2)C2C=CC=CC=2)C=CC=CC=1.[N:20]([CH2:23][C@H:24]1[O:28][C:27](=[O:29])[N:26]([C:30]2[CH:35]=[CH:34][C:33]([C:36]([NH:38][O:39][CH3:40])=[O:37])=[C:32]([F:41])[CH:31]=2)[CH2:25]1)=[N+]=[N-].O, predict the reaction product. The product is: [NH2:20][CH2:23][C@@H:24]1[O:28][C:27](=[O:29])[N:26]([C:30]2[CH:35]=[CH:34][C:33]([C:36]([NH:38][O:39][CH3:40])=[O:37])=[C:32]([F:41])[CH:31]=2)[CH2:25]1. (2) Given the reactants [NH2:1][C:2]1[N:7]=[C:6]2[N:8]([CH3:22])[N:9]=[C:10]([C:11]3[CH:12]=[C:13]([CH:17]=[CH:18][C:19]=3[O:20][CH3:21])[C:14]([OH:16])=O)[C:5]2=[CH:4][N:3]=1.CN(C(ON1N=[N:38][C:33]2[CH:34]=CC=N[C:32]1=2)=[N+](C)C)C.F[P-](F)(F)(F)(F)F.CN1CCOCC1.C(N)(C)C, predict the reaction product. The product is: [NH2:1][C:2]1[N:7]=[C:6]2[N:8]([CH3:22])[N:9]=[C:10]([C:11]3[CH:12]=[C:13]([CH:17]=[CH:18][C:19]=3[O:20][CH3:21])[C:14]([NH:38][CH:33]([CH3:34])[CH3:32])=[O:16])[C:5]2=[CH:4][N:3]=1. (3) Given the reactants ClC1C=CC(C2C3C=CC(=O)NC=3C3C(C)=NOC=3CN=2)=CC=1.[Cl:24][C:25]1[CH:30]=[CH:29][C:28]([C:31]2[C:32]3[CH:45]=[C:44]([O:46]C)[N:43]=[CH:42][C:33]=3[C:34]3[C:40]([CH3:41])=[N:39][O:38][C:35]=3[CH2:36][N:37]=2)=[CH:27][CH:26]=1.ClC1N=CC2C3C(C)=NOC=3CN=C(C3C=CC(Cl)=CC=3)C=2C=1.ClC1C=CC(C2C3C(OC)=NC=CC=3C3C(C)=NOC=3CN=2)=CC=1.ClC1C=CC(C2C3C=CC(OC)=NC=3C3C(C)=NOC=3CN=2)=CC=1, predict the reaction product. The product is: [Cl:24][C:25]1[CH:30]=[CH:29][C:28]([C:31]2[C:32]3[C:33](=[CH:42][NH:43][C:44](=[O:46])[CH:45]=3)[C:34]3[C:40]([CH3:41])=[N:39][O:38][C:35]=3[CH2:36][N:37]=2)=[CH:27][CH:26]=1. (4) Given the reactants [OH:1][C:2]1[C:11]2[C:6](=[CH:7][CH:8]=[CH:9][CH:10]=2)[CH:5]=[CH:4][C:3]=1[C:12]([OH:14])=[O:13].S(Cl)([Cl:18])(=O)=O, predict the reaction product. The product is: [Cl:18][C:5]1[C:6]2[C:11](=[CH:10][CH:9]=[CH:8][CH:7]=2)[C:2]([OH:1])=[C:3]([C:12]([OH:14])=[O:13])[CH:4]=1. (5) Given the reactants [Cl:1][C:2]1[N:3]=[CH:4][C:5]2C=C(C3C=CC(C)=CC=3Cl)[N:8]([CH2:19][C@@H:20]3[CH2:25][CH2:24][CH2:23][N:22]([C:26]([O:28][C:29]([CH3:32])([CH3:31])[CH3:30])=[O:27])[CH2:21]3)[C:6]=2[N:7]=1.[Cl:33][C:34]1[CH:39]=[C:38]([F:40])[CH:37]=[C:36]([Cl:41])[C:35]=1[C:42]#[C:43][Si](C)(C)C, predict the reaction product. The product is: [Cl:1][C:2]1[N:3]=[CH:4][C:5]2[CH:43]=[C:42]([C:35]3[C:34]([Cl:33])=[CH:39][C:38]([F:40])=[CH:37][C:36]=3[Cl:41])[N:8]([CH2:19][C@@H:20]3[CH2:25][CH2:24][CH2:23][N:22]([C:26]([O:28][C:29]([CH3:32])([CH3:31])[CH3:30])=[O:27])[CH2:21]3)[C:6]=2[N:7]=1. (6) The product is: [CH2:18]([N:8]1[C:9]2[CH2:10][CH2:11][CH2:12][CH2:13][C:14]=2[C:15](=[O:16])[N:7]1[C:1]1[CH:2]=[CH:3][CH:4]=[CH:5][CH:6]=1)[CH3:19]. Given the reactants [C:1]1([N:7]2[C:15](=[O:16])[C:14]3[CH2:13][CH2:12][CH2:11][CH2:10][C:9]=3[NH:8]2)[CH:6]=[CH:5][CH:4]=[CH:3][CH:2]=1.I[CH2:18][CH3:19], predict the reaction product.